This data is from Peptide-MHC class I binding affinity with 185,985 pairs from IEDB/IMGT. The task is: Regression. Given a peptide amino acid sequence and an MHC pseudo amino acid sequence, predict their binding affinity value. This is MHC class I binding data. (1) The peptide sequence is WRFDSHLAF. The MHC is HLA-B15:03 with pseudo-sequence HLA-B15:03. The binding affinity (normalized) is 0.928. (2) The peptide sequence is QMISPVMSV. The MHC is HLA-A02:12 with pseudo-sequence HLA-A02:12. The binding affinity (normalized) is 0.898. (3) The peptide sequence is HAEIESATL. The MHC is HLA-A11:01 with pseudo-sequence HLA-A11:01. The binding affinity (normalized) is 0.0847. (4) The peptide sequence is KSIHLTKTDK. The MHC is HLA-A33:01 with pseudo-sequence HLA-A33:01. The binding affinity (normalized) is 0. (5) The peptide sequence is SRPSGDLRQRL. The MHC is Mamu-B03 with pseudo-sequence Mamu-B03. The binding affinity (normalized) is 0.373. (6) The peptide sequence is IASGQRCHFI. The MHC is Mamu-B17 with pseudo-sequence Mamu-B17. The binding affinity (normalized) is 0.0184.